The task is: Predict the reactants needed to synthesize the given product.. This data is from Full USPTO retrosynthesis dataset with 1.9M reactions from patents (1976-2016). Given the product [Br:14][C:15]1[CH:16]=[C:17]([CH:20]=[CH:21][CH:22]=1)[CH2:18][N:4]1[CH2:5][CH2:6][N:2]([CH3:1])[C:3]1=[O:7], predict the reactants needed to synthesize it. The reactants are: [CH3:1][N:2]1[CH2:6][CH2:5][NH:4][C:3]1=[O:7].C(=O)([O-])[O-].[K+].[K+].[Br:14][C:15]1[CH:16]=[C:17]([CH:20]=[CH:21][CH:22]=1)[CH2:18]Br.O.